From a dataset of Catalyst prediction with 721,799 reactions and 888 catalyst types from USPTO. Predict which catalyst facilitates the given reaction. (1) Reactant: [CH2:1]([O:8][C:9]1[CH:14]=[CH:13][C:12]([C:15]2[O:16][C:17]3[C:22]([C:23](=[O:26])[C:24]=2[OH:25])=[CH:21][CH:20]=[C:19]([O:27][CH2:28][O:29][CH3:30])[CH:18]=3)=[CH:11][C:10]=1[O:31][CH2:32][O:33][CH3:34])[C:2]1[CH:7]=[CH:6][CH:5]=[CH:4][CH:3]=1.CCN(C(C)C)C(C)C.Cl[CH2:45][O:46][CH3:47]. Product: [CH2:1]([O:8][C:9]1[CH:14]=[CH:13][C:12]([C:15]2[O:16][C:17]3[C:22]([C:23](=[O:26])[C:24]=2[O:25][CH2:45][O:46][CH3:47])=[CH:21][CH:20]=[C:19]([O:27][CH2:28][O:29][CH3:30])[CH:18]=3)=[CH:11][C:10]=1[O:31][CH2:32][O:33][CH3:34])[C:2]1[CH:3]=[CH:4][CH:5]=[CH:6][CH:7]=1. The catalyst class is: 158. (2) Reactant: [CH3:1][C:2]1[C:7]([C:8]2[CH:13]=[CH:12][NH:11][C:10](=[O:14])[N:9]=2)=[CH:6][CH:5]=[CH:4][N:3]=1.[H-].[Na+].Br[CH2:18][CH2:19][CH2:20][CH2:21][Cl:22].O. Product: [Cl:22][CH2:21][CH2:20][CH2:19][CH2:18][N:11]1[CH:12]=[CH:13][C:8]([C:7]2[C:2]([CH3:1])=[N:3][CH:4]=[CH:5][CH:6]=2)=[N:9][C:10]1=[O:14]. The catalyst class is: 3. (3) The catalyst class is: 21. Product: [Br:1][C:2]1[C:7]2[CH:8]=[CH:9][N:10]([CH3:14])[C:6]=2[C:5]([Br:11])=[CH:4][N:3]=1. Reactant: [Br:1][C:2]1[C:7]2[CH:8]=[CH:9][NH:10][C:6]=2[C:5]([Br:11])=[CH:4][N:3]=1.IC.[C:14](=O)([O-])[O-].[K+].[K+]. (4) The catalyst class is: 26. Product: [CH3:17][N:11]([CH2:12][C@@H:13]1[CH2:15][C@H:14]1[CH3:16])[C:9]1[CH:10]=[C:5]([CH:6]=[C:7]([N:18]([CH3:23])[S:19]([CH3:22])(=[O:21])=[O:20])[N:8]=1)[C:3]([NH:1][NH:2][C:43]([C@H:32]1[C@@H:33]([C:37]2[CH:42]=[CH:41][CH:40]=[CH:39][CH:38]=2)[CH2:34][CH2:35][CH2:36][N:31]1[C:29]([O:28][C:24]([CH3:27])([CH3:26])[CH3:25])=[O:30])=[O:44])=[O:4]. Reactant: [NH:1]([C:3]([C:5]1[CH:10]=[C:9]([N:11]([CH3:17])[CH2:12][C@@H:13]2[CH2:15][C@H:14]2[CH3:16])[N:8]=[C:7]([N:18]([CH3:23])[S:19]([CH3:22])(=[O:21])=[O:20])[CH:6]=1)=[O:4])[NH2:2].[C:24]([O:28][C:29]([N:31]1[CH2:36][CH2:35][CH2:34][C@H:33]([C:37]2[CH:42]=[CH:41][CH:40]=[CH:39][CH:38]=2)[C@@H:32]1[C:43](O)=[O:44])=[O:30])([CH3:27])([CH3:26])[CH3:25].ON1C2C=CC=CC=2N=N1.C(N(C(C)C)CC)(C)C.C(=O)([O-])[O-]. (5) Reactant: [H-].[Na+].[C:3](=[O:10])([O:7][CH2:8][CH3:9])OCC.[Br:11][C:12]1[CH:13]=[C:14]2[C:19](=[CH:20][CH:21]=1)[CH2:18][C:17](=[O:22])[CH2:16][CH2:15]2.C(O)(=O)C. Product: [Br:11][C:12]1[CH:13]=[C:14]2[C:19](=[CH:20][CH:21]=1)[CH:18]([C:3]([O:7][CH2:8][CH3:9])=[O:10])[C:17](=[O:22])[CH2:16][CH2:15]2. The catalyst class is: 48.